Dataset: Full USPTO retrosynthesis dataset with 1.9M reactions from patents (1976-2016). Task: Predict the reactants needed to synthesize the given product. (1) Given the product [C:15]([C:9]1[N:8]=[C:7]2[C:6]3[CH:18]=[C:2]([C:68]#[C:67][C:63]4([OH:66])[CH2:64][CH2:65][N:61]([C:59]([O:58][C:54]([CH3:56])([CH3:55])[CH3:57])=[O:60])[CH2:62]4)[CH:3]=[CH:4][C:5]=3[O:14][CH2:13][CH2:12][N:11]2[CH:10]=1)(=[O:16])[NH2:17], predict the reactants needed to synthesize it. The reactants are: Br[C:2]1[CH:3]=[CH:4][C:5]2[O:14][CH2:13][CH2:12][N:11]3[C:7](=[N:8][C:9]([C:15]([NH2:17])=[O:16])=[CH:10]3)[C:6]=2[CH:18]=1.C1(P(C2C=CC=CC=2)CCCP(C2C=CC=CC=2)C2C=CC=CC=2)C=CC=CC=1.C([O-])([O-])=O.[K+].[K+].[C:54]([O:58][C:59]([N:61]1[CH2:65][CH2:64][C:63]([C:67]#[CH:68])([OH:66])[CH2:62]1)=[O:60])([CH3:57])([CH3:56])[CH3:55]. (2) Given the product [F:1][C:2]1[CH:3]=[C:4]([NH:21][C:22]([C:24]2[C:25](=[O:55])[N:26]([C:49]3[CH:50]=[CH:51][CH:52]=[CH:53][CH:54]=3)[N:27]([CH2:30][C@@H:31]([O:33][C:34](=[O:48])[C@@H:35]([NH2:37])[CH3:36])[CH3:32])[C:28]=2[CH3:29])=[O:23])[CH:5]=[CH:6][C:7]=1[O:8][C:9]1[C:18]2[C:13](=[CH:14][C:15]([O:19][CH3:20])=[CH:16][CH:17]=2)[N:12]=[CH:11][CH:10]=1, predict the reactants needed to synthesize it. The reactants are: [F:1][C:2]1[CH:3]=[C:4]([NH:21][C:22]([C:24]2[C:25](=[O:55])[N:26]([C:49]3[CH:54]=[CH:53][CH:52]=[CH:51][CH:50]=3)[N:27]([CH2:30][C@@H:31]([O:33][C:34](=[O:48])[C@@H:35]([NH:37]C(OCC3C=CC=CC=3)=O)[CH3:36])[CH3:32])[C:28]=2[CH3:29])=[O:23])[CH:5]=[CH:6][C:7]=1[O:8][C:9]1[C:18]2[C:13](=[CH:14][C:15]([O:19][CH3:20])=[CH:16][CH:17]=2)[N:12]=[CH:11][CH:10]=1.CO. (3) Given the product [Cl:40][C:34]1[C:33]([CH3:41])=[C:32]([NH:31][C@@H:10]([C:11]2[O:12][C:13]([C:16]3[CH:21]=[CH:20][C:19]([OH:22])=[C:18]([F:30])[CH:17]=3)=[N:14][N:15]=2)[C@@H:9]([OH:8])[CH3:42])[CH:39]=[CH:38][C:35]=1[C:36]#[N:37], predict the reactants needed to synthesize it. The reactants are: [Si]([O:8][C@@H:9]([CH3:42])[C@@H:10]([NH:31][C:32]1[CH:39]=[CH:38][C:35]([C:36]#[N:37])=[C:34]([Cl:40])[C:33]=1[CH3:41])[C:11]1[O:12][C:13]([C:16]2[CH:21]=[CH:20][C:19]([O:22][Si](C(C)(C)C)(C)C)=[C:18]([F:30])[CH:17]=2)=[N:14][N:15]=1)(C(C)(C)C)(C)C.[F-].C([N+](CCCC)(CCCC)CCCC)CCC.